Dataset: Full USPTO retrosynthesis dataset with 1.9M reactions from patents (1976-2016). Task: Predict the reactants needed to synthesize the given product. (1) Given the product [Cl:5][C:6]1[CH:11]=[C:10]([F:12])[C:9]([N+:1]([O-:4])=[O:2])=[CH:8][C:7]=1[N:13]1[C:17](=[O:18])[N:16]([CH3:19])[N:15]=[N:14]1, predict the reactants needed to synthesize it. The reactants are: [N+:1]([O-:4])(O)=[O:2].[Cl:5][C:6]1[CH:11]=[C:10]([F:12])[CH:9]=[CH:8][C:7]=1[N:13]1[C:17](=[O:18])[N:16]([CH3:19])[N:15]=[N:14]1. (2) Given the product [CH3:23][O:22][CH2:21][O:20][C:17]1[CH:16]=[C:15]([C:12]2[CH:13]=[CH:14][C:9]([OH:8])=[CH:10][CH:11]=2)[O:19][N:18]=1, predict the reactants needed to synthesize it. The reactants are: C([O:8][C:9]1[CH:14]=[CH:13][C:12]([C:15]2[O:19][N:18]=[C:17]([O:20][CH2:21][O:22][CH3:23])[CH:16]=2)=[CH:11][CH:10]=1)C1C=CC=CC=1. (3) Given the product [ClH:31].[F:15][C:12]1[CH:13]=[CH:14][C:9]([CH2:8][CH2:7][N:6]2[CH2:5][CH2:4][N:3]([C:17]([C:19]3[CH:20]=[CH:21][CH:22]=[C:23]4[C:24]=3[NH:25][CH:26]=[C:27]4[C:28]#[N:29])=[O:18])[CH2:2][CH2:1]2)=[CH:10][CH:11]=1, predict the reactants needed to synthesize it. The reactants are: [CH2:1]1[N:6]([CH2:7][CH2:8][C:9]2[CH:14]=[CH:13][C:12]([F:15])=[CH:11][C:10]=2F)[CH2:5][CH2:4][N:3]([C:17]([C:19]2[C:24]3[NH:25][CH:26]=[C:27]([C:28]#[N:29])[C:23]=3[CH:22]=[CH:21][CH:20]=2)=[O:18])[CH2:2]1.O.[ClH:31]. (4) Given the product [CH:7]12[CH2:16][CH:11]3[CH2:12][CH:13]([CH2:15][CH:9]([CH2:10]3)[CH:8]1[CH2:17][CH2:18][OH:19])[CH2:14]2, predict the reactants needed to synthesize it. The reactants are: [H-].[Al+3].[Li+].[H-].[H-].[H-].[CH:7]12[CH2:16][CH:11]3[CH2:12][CH:13]([CH2:15][CH:9]([CH2:10]3)[CH:8]1[CH2:17][C:18](OC)=[O:19])[CH2:14]2.O.[OH-].[Na+]. (5) Given the product [NH2:7][CH:8]1[CH2:12][CH2:11][CH:10]([NH:13][C:14]([C:16]2[C:24]3[C:19](=[N:20][CH:21]=[C:22]([C:25]4[C:33]5[C:28](=[CH:29][C:30]([Cl:34])=[CH:31][CH:32]=5)[N:27]([CH3:35])[N:26]=4)[N:23]=3)[NH:18][CH:17]=2)=[O:15])[CH2:9]1, predict the reactants needed to synthesize it. The reactants are: C(OC(=O)[NH:7][CH:8]1[CH2:12][CH2:11][CH:10]([NH:13][C:14]([C:16]2[C:24]3[C:19](=[N:20][CH:21]=[C:22]([C:25]4[C:33]5[C:28](=[CH:29][C:30]([Cl:34])=[CH:31][CH:32]=5)[N:27]([CH3:35])[N:26]=4)[N:23]=3)[N:18](COCC[Si](C)(C)C)[CH:17]=2)=[O:15])[CH2:9]1)(C)(C)C.FC(F)(F)C(O)=O.C(N)CN. (6) The reactants are: [C:1]([CH2:4][CH2:5][NH:6][C:7]1[CH:12]=[CH:11][C:10]([C:13](=O)[CH2:14][O:15][C:16]2[CH:27]=[CH:26][C:19]([C:20]([O:22]CC=C)=[O:21])=[C:18]([OH:28])[CH:17]=2)=[CH:9][C:8]=1[C:30]([CH3:33])([CH3:32])[CH3:31])(=[O:3])[CH3:2].Cl.[NH2:35][OH:36]. Given the product [C:1]([CH2:4][CH2:5][NH:6][C:7]1[CH:12]=[CH:11][C:10]([C:13](=[N:35][OH:36])[CH2:14][O:15][C:16]2[CH:27]=[CH:26][C:19]([C:20]([OH:22])=[O:21])=[C:18]([OH:28])[CH:17]=2)=[CH:9][C:8]=1[C:30]([CH3:33])([CH3:32])[CH3:31])(=[O:3])[CH3:2], predict the reactants needed to synthesize it. (7) Given the product [CH:1]1([C:4]([N:6]2[CH2:10][CH2:9][C@@H:8]([CH2:11][N:12]3[C:16]4[CH:17]=[CH:18][C:19]([C:21]([F:24])([F:23])[F:22])=[CH:20][C:15]=4[N:14]=[C:13]3[C:25]3[CH:30]=[CH:29][C:28]([C:41]4[CH:42]=[C:43]5[C:48](=[CH:49][CH:50]=4)[C:47](=[O:51])[NH:46][CH:45]=[CH:44]5)=[CH:27][CH:26]=3)[CH2:7]2)=[O:5])[CH2:3][CH2:2]1, predict the reactants needed to synthesize it. The reactants are: [CH:1]1([C:4]([N:6]2[CH2:10][CH2:9][C@@H:8]([CH2:11][N:12]3[C:16]4[CH:17]=[CH:18][C:19]([C:21]([F:24])([F:23])[F:22])=[CH:20][C:15]=4[N:14]=[C:13]3[C:25]3[CH:30]=[CH:29][C:28](B4OC(C)(C)C(C)(C)O4)=[CH:27][CH:26]=3)[CH2:7]2)=[O:5])[CH2:3][CH2:2]1.Br[C:41]1[CH:42]=[C:43]2[C:48](=[CH:49][CH:50]=1)[C:47](=[O:51])[NH:46][CH:45]=[CH:44]2.C(=O)([O-])[O-].[K+].[K+].